This data is from Catalyst prediction with 721,799 reactions and 888 catalyst types from USPTO. The task is: Predict which catalyst facilitates the given reaction. (1) Reactant: [N:1]1[C:10]2[C:5](=[CH:6][C:7]([CH2:11][N:12]3[C:16]4=[N:17][C:18](C5C=CC(C(O)=O)=CC=5)=[CH:19][CH:20]=[C:15]4[N:14]=[N:13]3)=[CH:8][CH:9]=2)[CH:4]=[CH:3][CH:2]=1.[Cl:30][C:31]1[CH:32]=[C:33](B(O)O)[CH:34]=[CH:35][C:36]=1[C:37]([O:39][CH3:40])=[O:38].C([O-])(=O)C.[K+]. Product: [Cl:30][C:31]1[CH:32]=[C:33]([C:18]2[N:17]=[C:16]3[N:12]([CH2:11][C:7]4[CH:6]=[C:5]5[C:10](=[CH:9][CH:8]=4)[N:1]=[CH:2][CH:3]=[CH:4]5)[N:13]=[N:14][C:15]3=[CH:20][CH:19]=2)[CH:34]=[CH:35][C:36]=1[C:37]([O:39][CH3:40])=[O:38]. The catalyst class is: 12. (2) Reactant: [C:1]1([C@@H:7]2[CH2:12][CH2:11][C@H:10]([CH:13]=[O:14])[CH2:9][CH2:8]2)[CH:6]=[CH:5][CH:4]=[CH:3][CH:2]=1.[BH4-].[Na+].Cl. Product: [C:1]1([C@@H:7]2[CH2:12][CH2:11][C@H:10]([CH2:13][OH:14])[CH2:9][CH2:8]2)[CH:6]=[CH:5][CH:4]=[CH:3][CH:2]=1. The catalyst class is: 36.